From a dataset of Forward reaction prediction with 1.9M reactions from USPTO patents (1976-2016). Predict the product of the given reaction. Given the reactants [F:1][C:2]([F:7])([F:6])[C:3]([OH:5])=[O:4].[CH2:8]([O:12][C:13]1([C:17]2[CH:22]=[CH:21][CH:20]=[CH:19][C:18]=2[CH3:23])[CH2:16][NH:15][CH2:14]1)[CH2:9][CH2:10][CH3:11].C(OC(N1CCC1)=O)(C)(C)C, predict the reaction product. The product is: [F:1][C:2]([F:7])([F:6])[C:3]([OH:5])=[O:4].[CH2:8]([O:12][C:13]1([C:17]2[CH:22]=[CH:21][CH:20]=[CH:19][C:18]=2[CH3:23])[CH2:14][NH:15][CH2:16]1)[CH2:9][CH2:10][CH3:11].